This data is from Full USPTO retrosynthesis dataset with 1.9M reactions from patents (1976-2016). The task is: Predict the reactants needed to synthesize the given product. (1) Given the product [Cl:2][C:3]1[N:4]([NH:8][CH2:9][C:10]2[CH:11]=[CH:12][CH:13]=[CH:14][CH:15]=2)[CH2:5][CH2:6][N:7]=1, predict the reactants needed to synthesize it. The reactants are: I.[Cl:2][C:3]1[N:4]([NH:8][CH2:9][C:10]2[CH:15]=[CH:14][CH:13]=[CH:12][CH:11]=2)[CH2:5][CH2:6][N:7]=1.[OH-].[Na+].C(Cl)Cl. (2) Given the product [F:7][C:8]([F:25])=[CH:9][CH:10]1[CH2:14][NH:13][C:12](=[O:24])[CH2:11]1, predict the reactants needed to synthesize it. The reactants are: [N+]([O-])([O-])=O.[NH4+].[Ce].[F:7][C:8]([F:25])=[CH:9][CH:10]1[CH2:14][N:13](CC2C=CC(OC)=CC=2)[C:12](=[O:24])[CH2:11]1.